Regression. Given a peptide amino acid sequence and an MHC pseudo amino acid sequence, predict their binding affinity value. This is MHC class I binding data. From a dataset of Peptide-MHC class I binding affinity with 185,985 pairs from IEDB/IMGT. (1) The peptide sequence is SQTSYQYL. The MHC is H-2-Kb with pseudo-sequence H-2-Kb. The binding affinity (normalized) is 0.583. (2) The peptide sequence is RVTQDFTEVQL. The MHC is Mamu-A02 with pseudo-sequence Mamu-A02. The binding affinity (normalized) is 0.494. (3) The peptide sequence is SWKQSKMWR. The MHC is HLA-A26:02 with pseudo-sequence HLA-A26:02. The binding affinity (normalized) is 0.0847.